Dataset: Forward reaction prediction with 1.9M reactions from USPTO patents (1976-2016). Task: Predict the product of the given reaction. (1) Given the reactants [CH3:1][C@H:2]1[CH2:7][CH2:6][C@H:5]([C:8]([N:10]([CH:34]([CH3:36])[CH3:35])[C:11]2[CH:15]=[C:14]([C:16]3[CH:21]=[CH:20][C:19]([C:22]4[CH:30]=[C:25]5[N:26]=[CH:27][CH:28]=[CH:29][N:24]5[N:23]=4)=[CH:18][CH:17]=3)[S:13][C:12]=2[C:31]([OH:33])=[O:32])=[O:9])[CH2:4][CH2:3]1.[OH-].[NH4+:38], predict the reaction product. The product is: [CH3:1][C@H:2]1[CH2:7][CH2:6][C@H:5]([C:8]([N:10]([CH:34]([CH3:36])[CH3:35])[C:11]2[CH:15]=[C:14]([C:16]3[CH:17]=[CH:18][C:19]([C:22]4[CH:30]=[C:25]5[N:26]=[CH:27][CH:28]=[CH:29][N:24]5[N:23]=4)=[CH:20][CH:21]=3)[S:13][C:12]=2[C:31]([O-:33])=[O:32])=[O:9])[CH2:4][CH2:3]1.[NH4+:38]. (2) Given the reactants [Br:1][C:2]1[CH:3]=[C:4]([CH:8]=[CH:9][C:10]=1[C:11]([N:13]1[CH2:17][CH:16]=[CH:15][CH2:14]1)=[O:12])[C:5]([OH:7])=O.CN(C(ON1N=NC2C=CC=CC1=2)=[N+](C)C)C.[B-](F)(F)(F)F.C(N(C(C)C)CC)(C)C.[Cl:49][C:50]1[CH:64]=[CH:63][C:53]2[NH:54][C:55]([C@@H:57]([NH2:62])[CH2:58][O:59][CH2:60][CH3:61])=[N:56][C:52]=2[CH:51]=1.BrCl, predict the reaction product. The product is: [Br:1][C:2]1[CH:3]=[C:4]([CH:8]=[CH:9][C:10]=1[C:11]([N:13]1[CH2:17][CH:16]=[CH:15][CH2:14]1)=[O:12])[C:5]([NH:62][C@H:57]([C:55]1[NH:54][C:53]2[CH:63]=[CH:64][C:50]([Cl:49])=[CH:51][C:52]=2[N:56]=1)[CH2:58][O:59][CH2:60][CH3:61])=[O:7]. (3) Given the reactants [CH3:1][C:2]1[N:7]=[CH:6][C:5]([CH2:8]O)=[CH:4][N:3]=1.C1C=CC(OP(OC2C=CC=CC=2)([N:19]=[N+:20]=[N-:21])=O)=CC=1.N12CCCN=C1CCCCC2, predict the reaction product. The product is: [N:19]([CH2:8][C:5]1[CH:4]=[N:3][C:2]([CH3:1])=[N:7][CH:6]=1)=[N+:20]=[N-:21]. (4) Given the reactants ClC1C=C(C=CC=1)C(OO)=[O:6].[Cl:12][C:13]1[CH:27]=[CH:26][C:16]([O:17][CH2:18][C:19]([O:21][C:22]([CH3:25])([CH3:24])[CH3:23])=[O:20])=[C:15]([S:28][C:29]2[CH:34]=[CH:33][C:32]([S:35]([CH3:38])(=[O:37])=[O:36])=[CH:31][CH:30]=2)[CH:14]=1, predict the reaction product. The product is: [Cl:12][C:13]1[CH:27]=[CH:26][C:16]([O:17][CH2:18][C:19]([O:21][C:22]([CH3:25])([CH3:24])[CH3:23])=[O:20])=[C:15]([S:28]([C:29]2[CH:30]=[CH:31][C:32]([S:35]([CH3:38])(=[O:36])=[O:37])=[CH:33][CH:34]=2)=[O:6])[CH:14]=1. (5) Given the reactants Br[C:2]1[CH:3]=[N:4][C:5]2[N:6]([CH:8]=[C:9]([CH2:11][O:12][C:13]3[CH:14]=[N:15][CH:16]=[C:17]([F:19])[CH:18]=3)[N:10]=2)[CH:7]=1.[CH3:20][C:21]1[CH:26]=[CH:25][CH:24]=[CH:23][C:22]=1B(O)O, predict the reaction product. The product is: [CH3:20][C:21]1[CH:26]=[CH:25][CH:24]=[CH:23][C:22]=1[C:2]1[CH:3]=[N:4][C:5]2[N:6]([CH:8]=[C:9]([CH2:11][O:12][C:13]3[CH:14]=[N:15][CH:16]=[C:17]([F:19])[CH:18]=3)[N:10]=2)[CH:7]=1. (6) Given the reactants C1(C(C2C=CC=CC=2)[N:8]2[CH2:11][CH:10]([N:12]3[CH2:17][CH2:16][CH:15]([C:18]([N:20]4[CH2:25][CH2:24][O:23][CH2:22][CH2:21]4)=[O:19])[CH2:14][CH2:13]3)[CH2:9]2)C=CC=CC=1.C([O-])=O.[NH4+], predict the reaction product. The product is: [NH:8]1[CH2:9][CH:10]([N:12]2[CH2:17][CH2:16][CH:15]([C:18]([N:20]3[CH2:21][CH2:22][O:23][CH2:24][CH2:25]3)=[O:19])[CH2:14][CH2:13]2)[CH2:11]1. (7) Given the reactants [CH3:1][O:2][C:3]1[CH:4]=[CH:5][C:6]2N=CC=[C:9]([C@H:13](O)[C@@H]3N4C[C@H](C=C)C(CC4)C3)[C:7]=2[CH:8]=1.[O:25]=[C:26]1[O:33][C:32](=[O:34])[CH:31]2[CH2:35][CH:27]1[CH2:28][N:29]([C:36]([O:38][C:39]([CH3:42])([CH3:41])[CH3:40])=[O:37])[CH2:30]2.CO.C(O)(=O)CC(CC(O)=O)(C(O)=O)O, predict the reaction product. The product is: [C:7]1([C@H:9]([NH2:29])[CH3:13])[CH:6]=[CH:5][CH:4]=[CH:3][CH:8]=1.[C:39]([O:38][C:36]([N:29]1[CH2:30][C@H:31]([C:32]([O:2][CH3:1])=[O:34])[CH2:35][C@H:27]([C:26]([OH:33])=[O:25])[CH2:28]1)=[O:37])([CH3:42])([CH3:41])[CH3:40]. (8) Given the reactants [Cl:1][C:2]1[CH:3]=[C:4]([C:8](=[N:10][OH:11])[NH2:9])[CH:5]=[CH:6][CH:7]=1.[C:12](O)(=[O:16])[C@@H:13]([CH3:15])[OH:14].CC(C)N=C=NC(C)C.C1C=CC2N(O)N=NC=2C=1, predict the reaction product. The product is: [Cl:1][C:2]1[CH:3]=[C:4]([C:8](=[N:10][O:11][C:12](=[O:16])[C@H:13]([OH:14])[CH3:15])[NH2:9])[CH:5]=[CH:6][CH:7]=1. (9) Given the reactants [CH3:1][C:2]1[O:6][N:5]=[C:4]([C:7]2[CH:12]=[CH:11][CH:10]=[CH:9][CH:8]=2)[C:3]=1[C:13]1[N:14]=[C:15]2[CH:20]=[CH:19][C:18]([NH2:21])=[CH:17][N:16]2[CH:22]=1.[C:23](O)(=[O:30])[C:24]1[CH:29]=[CH:28][CH:27]=[N:26][CH:25]=1, predict the reaction product. The product is: [CH3:1][C:2]1[O:6][N:5]=[C:4]([C:7]2[CH:8]=[CH:9][CH:10]=[CH:11][CH:12]=2)[C:3]=1[C:13]1[N:14]=[C:15]2[CH:20]=[CH:19][C:18]([NH:21][C:23](=[O:30])[C:24]3[CH:29]=[CH:28][CH:27]=[N:26][CH:25]=3)=[CH:17][N:16]2[CH:22]=1.